Task: Predict which catalyst facilitates the given reaction.. Dataset: Catalyst prediction with 721,799 reactions and 888 catalyst types from USPTO (1) Reactant: [CH2:1]([O:3][C:4](=[O:41])[C:5]([CH2:26][CH2:27][CH2:28][CH2:29][C:30]([CH3:40])([CH3:39])[CH2:31][O:32]C1CCCCO1)([CH2:11][CH2:12][CH2:13][CH2:14][C:15]([CH3:25])([CH3:24])[CH2:16][O:17]C1CCCCO1)[C:6]([O:8][CH2:9][CH3:10])=[O:7])[CH3:2].C(O)C. Product: [CH2:9]([O:8][C:6](=[O:7])[C:5]([CH2:26][CH2:27][CH2:28][CH2:29][C:30]([CH3:39])([CH3:40])[CH2:31][OH:32])([CH2:11][CH2:12][CH2:13][CH2:14][C:15]([CH3:24])([CH3:25])[CH2:16][OH:17])[C:4]([O:3][CH2:1][CH3:2])=[O:41])[CH3:10]. The catalyst class is: 6. (2) Reactant: [Cl:1][CH2:2][CH2:3][CH2:4][O:5][C:6]1[CH:13]=[CH:12][C:9]([CH:10]=[O:11])=[CH:8][CH:7]=1.[BH4-].[Na+].[Cl-].[NH4+]. Product: [Cl:1][CH2:2][CH2:3][CH2:4][O:5][C:6]1[CH:7]=[CH:8][C:9]([CH2:10][OH:11])=[CH:12][CH:13]=1. The catalyst class is: 5. (3) Reactant: [C:1]([SiH2:5][O:6][C:7]([CH3:22])([CH3:21])[C:8]1[O:12][N:11]=[C:10]([C:13]2[CH:18]=[CH:17][CH:16]=[CH:15][CH:14]=2)[C:9]=1[CH2:19][OH:20])([CH3:4])([CH3:3])[CH3:2].[H-].[Na+].Cl[C:26]1[CH:35]=[CH:34][C:29]([C:30]([O:32][CH3:33])=[O:31])=[CH:28][N:27]=1. Product: [CH3:33][O:32][C:30](=[O:31])[C:29]1[CH:34]=[CH:35][C:26]([O:20][CH2:19][C:9]2[C:10]([C:13]3[CH:14]=[CH:15][CH:16]=[CH:17][CH:18]=3)=[N:11][O:12][C:8]=2[C:7]([CH3:22])([CH3:21])[O:6][SiH2:5][C:1]([CH3:4])([CH3:2])[CH3:3])=[N:27][CH:28]=1. The catalyst class is: 1. (4) Product: [F:56][C:52]1([F:55])[CH2:51][CH2:50][CH:49]([C:35]2[C:34]3[CH:33]([OH:57])[CH2:32][C:31]([CH3:67])([CH3:68])[CH2:30][C:29]=3[N:28]=[C:27]([CH:24]3[CH2:23][CH2:22][N:21]([C:18]4[N:19]=[CH:20][C:15]([N:5]5[CH2:6][CH2:7][CH:2]([OH:1])[CH2:3][CH2:4]5)=[CH:16][N:17]=4)[CH2:26][CH2:25]3)[C:36]=2[CH:37]([F:48])[C:38]2[CH:39]=[CH:40][C:41]([C:44]([F:45])([F:47])[F:46])=[CH:42][CH:43]=2)[CH2:54][CH2:53]1. The catalyst class is: 11. Reactant: [OH:1][CH:2]1[CH2:7][CH2:6][NH:5][CH2:4][CH2:3]1.COCCOC.Br[C:15]1[CH:16]=[N:17][C:18]([N:21]2[CH2:26][CH2:25][CH:24]([C:27]3[C:36]([CH:37]([F:48])[C:38]4[CH:43]=[CH:42][C:41]([C:44]([F:47])([F:46])[F:45])=[CH:40][CH:39]=4)=[C:35]([CH:49]4[CH2:54][CH2:53][C:52]([F:56])([F:55])[CH2:51][CH2:50]4)[C:34]4[CH:33]([O:57]CC5C=CC(OC)=CC=5)[CH2:32][C:31]([CH3:68])([CH3:67])[CH2:30][C:29]=4[N:28]=3)[CH2:23][CH2:22]2)=[N:19][CH:20]=1. (5) Reactant: [Br-:1].[Br:2][CH2:3][CH2:4][CH2:5][CH2:6][CH2:7][CH2:8][N+:9]([CH3:19])([CH3:18])[CH2:10][CH2:11][CH2:12][C:13]([O:15][CH2:16][CH3:17])=[O:14].[Cl:20][C:21]1[CH:22]=[N:23][C:24]2[C:29]([C:30]=1[CH3:31])=[CH:28][CH:27]=[CH:26][CH:25]=2. Product: [Br-:2].[Br-:1].[CH3:18][N+:9]([CH3:19])([CH2:10][CH2:11][CH2:12][C:13]([O:15][CH2:16][CH3:17])=[O:14])[CH2:8][CH2:7][CH2:6][CH2:5][CH2:4][CH2:3][N+:23]1[C:24]2[C:29](=[CH:28][CH:27]=[CH:26][CH:25]=2)[C:30]([CH3:31])=[C:21]([Cl:20])[CH:22]=1. The catalyst class is: 13. (6) Reactant: [F:1][C:2]1[CH:15]=[CH:14][C:13]2[N:12]([S:16]([C:19]3[CH:24]=[CH:23][CH:22]=[C:21]([O:25]C)[CH:20]=3)(=[O:18])=[O:17])[CH:11]([CH3:27])[C:10]3[C:5](=[CH:6][C:7]([F:28])=[CH:8][CH:9]=3)[C:4]=2[CH:3]=1.C1CCCCC=1.B(Br)(Br)Br. Product: [F:1][C:2]1[CH:15]=[CH:14][C:13]2[N:12]([S:16]([C:19]3[CH:20]=[C:21]([OH:25])[CH:22]=[CH:23][CH:24]=3)(=[O:18])=[O:17])[CH:11]([CH3:27])[C:10]3[C:5](=[CH:6][C:7]([F:28])=[CH:8][CH:9]=3)[C:4]=2[CH:3]=1. The catalyst class is: 4. (7) Reactant: [F:1][C:2]([F:17])([F:16])[O:3][C:4]1[CH:15]=[CH:14][C:7]([CH2:8][CH:9]([C:12]#[N:13])[C:10]#[N:11])=[CH:6][CH:5]=1.[H-].[Na+].Br[CH2:21][CH2:22][C:23]([F:26])([F:25])[F:24]. Product: [F:24][C:23]([F:26])([F:25])[CH2:22][CH2:21][C:9]([CH2:8][C:7]1[CH:6]=[CH:5][C:4]([O:3][C:2]([F:16])([F:17])[F:1])=[CH:15][CH:14]=1)([C:12]#[N:13])[C:10]#[N:11]. The catalyst class is: 9. (8) The catalyst class is: 4. Product: [O:27]=[C:7]1[C:6]2[C:11](=[C:2]([NH:1][C:28](=[O:30])[CH3:29])[CH:3]=[CH:4][CH:5]=2)[N:10]=[C:9]([CH2:12][CH2:13][CH2:14][N:15]2[CH2:16][CH:17]=[C:18]([C:21]3[CH:26]=[CH:25][CH:24]=[CH:23][CH:22]=3)[CH2:19][CH2:20]2)[NH:8]1. Reactant: [NH2:1][C:2]1[CH:3]=[CH:4][CH:5]=[C:6]2[C:11]=1[N:10]=[C:9]([CH2:12][CH2:13][CH2:14][N:15]1[CH2:20][CH:19]=[C:18]([C:21]3[CH:26]=[CH:25][CH:24]=[CH:23][CH:22]=3)[CH2:17][CH2:16]1)[NH:8][C:7]2=[O:27].[C:28](OC(=O)C)(=[O:30])[CH3:29]. (9) Reactant: [NH2:1][S:2]([C:5]1[CH:6]=[C:7]([CH:20]=[CH:21][C:22]=1[Cl:23])[C:8]([NH:10][C@@H:11]([C:13]1[CH:18]=[CH:17][CH:16]=[C:15]([Cl:19])[CH:14]=1)[CH3:12])=O)(=[O:4])=[O:3].B. Product: [Cl:23][C:22]1[CH:21]=[CH:20][C:7]([CH2:8][NH:10][C@@H:11]([C:13]2[CH:18]=[CH:17][CH:16]=[C:15]([Cl:19])[CH:14]=2)[CH3:12])=[CH:6][C:5]=1[S:2]([NH2:1])(=[O:3])=[O:4]. The catalyst class is: 1.